This data is from Forward reaction prediction with 1.9M reactions from USPTO patents (1976-2016). The task is: Predict the product of the given reaction. (1) Given the reactants Cl[CH2:2][C:3]1[CH:21]=[CH:20][C:6]([O:7][CH2:8][C:9]2[N:10]=[C:11]([C:15]3[O:16][CH:17]=[CH:18][CH:19]=3)[O:12][C:13]=2[CH3:14])=[CH:5][CH:4]=1.[CH2:22]([N:29]1[CH:33]=[C:32]([C:34]([O:36][CH2:37][CH3:38])=[O:35])[C:31]([OH:39])=[N:30]1)[C:23]1[CH:28]=[CH:27][CH:26]=[CH:25][CH:24]=1.C(=O)([O-])[O-].[K+].[K+].CN(C)C=O, predict the reaction product. The product is: [CH2:22]([N:29]1[CH:33]=[C:32]([C:34]([O:36][CH2:37][CH3:38])=[O:35])[C:31]([O:39][CH2:2][C:3]2[CH:21]=[CH:20][C:6]([O:7][CH2:8][C:9]3[N:10]=[C:11]([C:15]4[O:16][CH:17]=[CH:18][CH:19]=4)[O:12][C:13]=3[CH3:14])=[CH:5][CH:4]=2)=[N:30]1)[C:23]1[CH:24]=[CH:25][CH:26]=[CH:27][CH:28]=1. (2) The product is: [CH2:20]([O:8][C:5]1[CH:6]=[CH:7][C:2]([CH3:1])=[CH:3][C:4]=1[N+:9]([O-:11])=[O:10])[CH:19]=[CH2:18]. Given the reactants [CH3:1][C:2]1[CH:7]=[CH:6][C:5]([OH:8])=[C:4]([N+:9]([O-:11])=[O:10])[CH:3]=1.C([O-])([O-])=O.[K+].[K+].[CH2:18](Br)[CH:19]=[CH2:20], predict the reaction product. (3) Given the reactants [C:1]1([CH2:17][CH2:18][CH2:19][C:20]([OH:22])=[O:21])[C:14]2[C:15]3=[C:16]4[C:11](=[CH:12][CH:13]=2)[CH:10]=[CH:9][CH:8]=[C:7]4[CH:6]=[CH:5][C:4]3=[CH:3][CH:2]=1.CN(C1C=CC=CN=1)C.[CH2:32]([NH:38][C:39]([NH:41][C:42]1[CH:47]=[CH:46][N:45]([CH2:48][CH2:49][CH2:50][CH2:51][CH2:52][CH2:53]O)[C:44](=[O:55])[N:43]=1)=[O:40])[CH2:33][CH2:34][CH2:35][CH2:36][CH3:37], predict the reaction product. The product is: [CH2:32]([NH:38][C:39](=[O:40])[NH:41][C:42]1[CH:47]=[CH:46][N:45]([CH2:48][CH2:49][CH2:50][CH2:51][CH2:52][CH2:53][O:21][C:20](=[O:22])[CH2:19][CH2:18][CH2:17][C:1]2[C:14]3[C:15]4=[C:16]5[C:11](=[CH:12][CH:13]=3)[CH:10]=[CH:9][CH:8]=[C:7]5[CH:6]=[CH:5][C:4]4=[CH:3][CH:2]=2)[C:44](=[O:55])[N:43]=1)[CH2:33][CH2:34][CH2:35][CH2:36][CH3:37]. (4) Given the reactants [NH:1]1[CH2:6][CH2:5][CH:4]([N:7]2[C:12](=[O:13])[CH2:11][O:10][C@H:9]3[CH2:14][CH2:15][CH2:16][CH2:17][C@H:8]23)[CH2:3][CH2:2]1.[CH2:18]([O:20][CH2:21][CH:22]1[CH2:26][CH2:25][C:24](=O)[CH2:23]1)[CH3:19], predict the reaction product. The product is: [CH2:18]([O:20][CH2:21][CH:22]1[CH2:26][CH2:25][CH:24]([N:1]2[CH2:2][CH2:3][CH:4]([N:7]3[C:12](=[O:13])[CH2:11][O:10][C@H:9]4[CH2:14][CH2:15][CH2:16][CH2:17][C@H:8]34)[CH2:5][CH2:6]2)[CH2:23]1)[CH3:19]. (5) Given the reactants [CH2:1]([O:3][C:4]1[C:8]([C:9](=O)[CH3:10])=[C:7]([OH:12])[N:6]([CH3:13])[N:5]=1)[CH3:2].Cl.[CH3:15][O:16][NH2:17].C(=O)([O-])O.[Na+], predict the reaction product. The product is: [CH2:1]([O:3][C:4]1[C:8]([C:9](=[N:17][O:16][CH3:15])[CH3:10])=[C:7]([OH:12])[N:6]([CH3:13])[N:5]=1)[CH3:2]. (6) Given the reactants [Cl:1][C:2]1[CH:7]=[CH:6][C:5]([CH:8]([CH3:10])[CH3:9])=[CH:4][C:3]=1[CH2:11][C:12]([O:14]C(C)(C)C)=[O:13].FC(F)(F)C(O)=O, predict the reaction product. The product is: [Cl:1][C:2]1[CH:7]=[CH:6][C:5]([CH:8]([CH3:10])[CH3:9])=[CH:4][C:3]=1[CH2:11][C:12]([OH:14])=[O:13]. (7) The product is: [C:1]1([CH:7]([CH3:12])[CH3:8])[CH:6]=[CH:5][CH:4]=[CH:3][CH:2]=1. Given the reactants [CH:1]1[CH:6]=[CH:5][CH:4]=[CH:3][CH:2]=1.[CH:7]1[CH:12]=CC=C[CH:8]=1.C1C=CC=CC=1, predict the reaction product. (8) Given the reactants [C:20]1([B-]([C:20]2[CH:25]=[CH:24][CH:23]=[CH:22][CH:21]=2)([C:20]2[CH:25]=[CH:24][CH:23]=[CH:22][CH:21]=2)[C:20]2[CH:25]=[CH:24][CH:23]=[CH:22][CH:21]=2)[CH:25]=[CH:24][CH:23]=[CH:22][CH:21]=1.C([PH+](C(C)(C)C)C(C)(C)C)(C)(C)C.[C:39]1([CH3:67])[CH:44]=[CH:43][C:42]([B-]([C:42]2[CH:43]=[CH:44][C:39]([CH3:67])=[CH:40][CH:41]=2)([C:42]2[CH:43]=[CH:44][C:39]([CH3:67])=[CH:40][CH:41]=2)[C:42]2[CH:43]=[CH:44][C:39]([CH3:67])=[CH:40][CH:41]=2)=[CH:41][CH:40]=1.C([PH+](C(C)(C)C)C(C)(C)C)(C)(C)C.C(P(C(C)(C)C)C(C)(C)C)(C)(C)C, predict the reaction product. The product is: [CH3:67][C:39]1[CH:44]=[CH:43][CH:42]=[CH:41][C:40]=1[C:20]1[CH:21]=[CH:22][CH:23]=[CH:24][CH:25]=1. (9) Given the reactants [CH3:1][O:2][C:3]1[N:8]=[CH:7][C:6]([C:9]2[C:22](=[O:23])[NH:21][C:12]3[N:13]=[C:14](S(C)=O)[N:15]=[C:16]([CH3:17])[C:11]=3[CH:10]=2)=[CH:5][CH:4]=1.[CH3:24][NH2:25], predict the reaction product. The product is: [CH3:1][O:2][C:3]1[N:8]=[CH:7][C:6]([C:9]2[C:22](=[O:23])[NH:21][C:12]3[N:13]=[C:14]([NH:25][CH3:24])[N:15]=[C:16]([CH3:17])[C:11]=3[CH:10]=2)=[CH:5][CH:4]=1.